From a dataset of Forward reaction prediction with 1.9M reactions from USPTO patents (1976-2016). Predict the product of the given reaction. (1) Given the reactants C([O:8][C:9]1[CH:10]=[C:11]([N:16]2[CH:20]=[CH:19][CH:18]=[N:17]2)[CH:12]=[CH:13][C:14]=1[F:15])C1C=CC=CC=1, predict the reaction product. The product is: [F:15][C:14]1[CH:13]=[CH:12][C:11]([N:16]2[CH:20]=[CH:19][CH:18]=[N:17]2)=[CH:10][C:9]=1[OH:8]. (2) Given the reactants [Cl:1][C:2]1[C:3]([NH:16][NH2:17])=[N:4][C:5]2[C:10]([N:11]=1)=[CH:9][C:8]([C:12]([O:14][CH3:15])=[O:13])=[CH:7][CH:6]=2.[O:18]1[CH2:23][CH2:22][CH:21]([C:24](O)=[O:25])[CH2:20][CH2:19]1.C(N(C(C)C)CC)(C)C.F[P-](F)(F)(F)(F)F.Br[P+](N1CCCC1)(N1CCCC1)N1CCCC1, predict the reaction product. The product is: [Cl:1][C:2]1[C:3]([NH:16][NH:17][C:24]([CH:21]2[CH2:22][CH2:23][O:18][CH2:19][CH2:20]2)=[O:25])=[N:4][C:5]2[C:10]([N:11]=1)=[CH:9][C:8]([C:12]([O:14][CH3:15])=[O:13])=[CH:7][CH:6]=2. (3) Given the reactants [CH2:1](O)[CH2:2][CH2:3][CH2:4][CH2:5][CH2:6][CH2:7][CH2:8][CH2:9][CH2:10][OH:11].[BrH:13], predict the reaction product. The product is: [Br:13][CH2:1][CH2:2][CH2:3][CH2:4][CH2:5][CH2:6][CH2:7][CH2:8][CH2:9][CH2:10][OH:11]. (4) Given the reactants [CH3:1][O:2][C:3](=[O:35])[CH2:4][C:5]1[CH:6]=[CH:7][C:8]2[O:12][C:11]([NH:13][CH:14]3[CH2:19][CH2:18][N:17]([CH2:20][C:21]4[CH:26]=[C:25]([O:27][CH2:28][CH3:29])[C:24](F)=[C:23]([O:31][CH2:32][CH3:33])[CH:22]=4)[CH2:16][CH2:15]3)=[N:10][C:9]=2[CH:34]=1.C(OC1C=C(C=C(OCC)C=1[N:47]1[CH:51]=[CH:50][CH:49]=[CH:48]1)C=O)C.C([BH3-])#N.[Na+].C(N(C(C)C)C(C)C)C, predict the reaction product. The product is: [CH3:1][O:2][C:3](=[O:35])[CH2:4][C:5]1[CH:6]=[CH:7][C:8]2[O:12][C:11]([NH:13][CH:14]3[CH2:19][CH2:18][N:17]([CH2:20][C:21]4[CH:26]=[C:25]([O:27][CH2:28][CH3:29])[C:24]([N:47]5[CH:51]=[CH:50][CH:49]=[CH:48]5)=[C:23]([O:31][CH2:32][CH3:33])[CH:22]=4)[CH2:16][CH2:15]3)=[N:10][C:9]=2[CH:34]=1.